This data is from Reaction yield outcomes from USPTO patents with 853,638 reactions. The task is: Predict the reaction yield, written as a fraction of the theoretical maximum amount of product (1.0 means a 100% yield; for example, 0.34 means a 34% yield). The reactants are [C:1]1([C:7]([C:9]2[CH:14]=[CH:13][CH:12]=[CH:11][CH:10]=2)=[NH:8])[CH:6]=[CH:5][CH:4]=[CH:3][CH:2]=1.I[C:16]1[CH:21]=[CH:20][CH:19]=[CH:18][CH:17]=1. No catalyst specified. The product is [C:9]1([C:7]([C:1]2[CH:2]=[CH:3][CH:4]=[CH:5][CH:6]=2)=[N:8][C:16]2[CH:21]=[CH:20][CH:19]=[CH:18][CH:17]=2)[CH:10]=[CH:11][CH:12]=[CH:13][CH:14]=1. The yield is 0.940.